From a dataset of NCI-60 drug combinations with 297,098 pairs across 59 cell lines. Regression. Given two drug SMILES strings and cell line genomic features, predict the synergy score measuring deviation from expected non-interaction effect. (1) Drug 1: C1CC(C1)(C(=O)O)C(=O)O.[NH2-].[NH2-].[Pt+2]. Drug 2: C1CC(=O)NC(=O)C1N2C(=O)C3=CC=CC=C3C2=O. Cell line: UO-31. Synergy scores: CSS=-3.08, Synergy_ZIP=1.51, Synergy_Bliss=-0.491, Synergy_Loewe=-1.73, Synergy_HSA=-3.38. (2) Drug 1: CC1=CC2C(CCC3(C2CCC3(C(=O)C)OC(=O)C)C)C4(C1=CC(=O)CC4)C. Drug 2: C1C(C(OC1N2C=NC3=C(N=C(N=C32)Cl)N)CO)O. Cell line: MCF7. Synergy scores: CSS=-15.0, Synergy_ZIP=5.00, Synergy_Bliss=-1.08, Synergy_Loewe=-15.4, Synergy_HSA=-12.4. (3) Drug 1: CC12CCC3C(C1CCC2=O)CC(=C)C4=CC(=O)C=CC34C. Drug 2: C(CC(=O)O)C(=O)CN.Cl. Cell line: DU-145. Synergy scores: CSS=46.7, Synergy_ZIP=-2.11, Synergy_Bliss=-3.82, Synergy_Loewe=-13.7, Synergy_HSA=-2.96. (4) Drug 1: C(CCl)NC(=O)N(CCCl)N=O. Drug 2: CC12CCC3C(C1CCC2OP(=O)(O)O)CCC4=C3C=CC(=C4)OC(=O)N(CCCl)CCCl.[Na+]. Cell line: UO-31. Synergy scores: CSS=8.34, Synergy_ZIP=-0.0868, Synergy_Bliss=0.838, Synergy_Loewe=-5.47, Synergy_HSA=-4.07. (5) Drug 1: CCC1=CC2CC(C3=C(CN(C2)C1)C4=CC=CC=C4N3)(C5=C(C=C6C(=C5)C78CCN9C7C(C=CC9)(C(C(C8N6C)(C(=O)OC)O)OC(=O)C)CC)OC)C(=O)OC. Drug 2: CCN(CC)CCNC(=O)C1=C(NC(=C1C)C=C2C3=C(C=CC(=C3)F)NC2=O)C. Cell line: SW-620. Synergy scores: CSS=83.9, Synergy_ZIP=5.33, Synergy_Bliss=4.79, Synergy_Loewe=6.52, Synergy_HSA=11.5. (6) Drug 1: CC(CN1CC(=O)NC(=O)C1)N2CC(=O)NC(=O)C2. Drug 2: C1=C(C(=O)NC(=O)N1)N(CCCl)CCCl. Cell line: K-562. Synergy scores: CSS=52.5, Synergy_ZIP=3.50, Synergy_Bliss=4.26, Synergy_Loewe=7.44, Synergy_HSA=8.81. (7) Drug 1: CS(=O)(=O)C1=CC(=C(C=C1)C(=O)NC2=CC(=C(C=C2)Cl)C3=CC=CC=N3)Cl. Drug 2: C1CN(CCN1C(=O)CCBr)C(=O)CCBr. Cell line: MDA-MB-435. Synergy scores: CSS=-3.25, Synergy_ZIP=7.92, Synergy_Bliss=10.7, Synergy_Loewe=2.76, Synergy_HSA=2.43. (8) Drug 1: C1=CN(C(=O)N=C1N)C2C(C(C(O2)CO)O)O.Cl. Drug 2: C1=NNC2=C1C(=O)NC=N2. Cell line: COLO 205. Synergy scores: CSS=45.6, Synergy_ZIP=2.10, Synergy_Bliss=-0.268, Synergy_Loewe=-26.7, Synergy_HSA=-0.235. (9) Cell line: SF-268. Synergy scores: CSS=-0.235, Synergy_ZIP=-1.55, Synergy_Bliss=-4.00, Synergy_Loewe=-5.73, Synergy_HSA=-4.58. Drug 1: CNC(=O)C1=NC=CC(=C1)OC2=CC=C(C=C2)NC(=O)NC3=CC(=C(C=C3)Cl)C(F)(F)F. Drug 2: C1=NNC2=C1C(=O)NC=N2.